Dataset: Reaction yield outcomes from USPTO patents with 853,638 reactions. Task: Predict the reaction yield, written as a fraction of the theoretical maximum amount of product (1.0 means a 100% yield; for example, 0.34 means a 34% yield). (1) The reactants are Br[C:2]1[C:10]([CH3:11])=[CH:9][C:8]2[C:4](=[CH:5][N:6]([CH2:12][O:13][CH2:14][CH2:15][Si:16]([CH3:19])([CH3:18])[CH3:17])[N:7]=2)[CH:3]=1.[F:20][C:21]1[CH:26]=[C:25]([O:27][CH3:28])[CH:24]=[CH:23][C:22]=1B(O)O.C(=O)([O-])[O-].[K+].[K+]. The catalyst is O1CCOCC1.C1C=CC(P(C2C=CC=CC=2)[C-]2C=CC=C2)=CC=1.C1C=CC(P(C2C=CC=CC=2)[C-]2C=CC=C2)=CC=1.Cl[Pd]Cl.[Fe+2]. The product is [F:20][C:21]1[CH:26]=[C:25]([O:27][CH3:28])[CH:24]=[CH:23][C:22]=1[C:2]1[C:10]([CH3:11])=[CH:9][C:8]2[C:4](=[CH:5][N:6]([CH2:12][O:13][CH2:14][CH2:15][Si:16]([CH3:19])([CH3:18])[CH3:17])[N:7]=2)[CH:3]=1. The yield is 0.920. (2) The reactants are I[C:2]1[CH:7]=[CH:6][N:5]=[CH:4][C:3]=1[NH2:8].[O:9]1[CH2:14][CH:13]=[C:12](B2OC(C)(C)C(C)(C)O2)[CH2:11][CH2:10]1.P(=O)(O)(O)O.[K]. The catalyst is CC(C1C=C(C(C)C)C(C2C(P(C3CCCCC3)C3CCCCC3)=CC=CC=2)=C(C(C)C)C=1)C.C1C=[C-]C(CCN)=CC=1.Cl[Pd+].O1CCOCC1.C(OCC)(=O)C. The product is [O:9]1[CH2:10][CH:11]=[C:12]([C:2]2[CH:7]=[CH:6][N:5]=[CH:4][C:3]=2[NH2:8])[CH2:13][CH2:14]1. The yield is 0.0800. (3) The reactants are [C:1]([O:5][C:6]([N:8]1[CH2:12][C@@H:11]([N:13]([CH2:19][C:20]2[CH:25]=[C:24]([C:26]([F:29])([F:28])[F:27])[CH:23]=[C:22]([C:30]([F:33])([F:32])[F:31])[CH:21]=2)[C:14]2[N:15]=[N:16][NH:17][N:18]=2)[CH2:10][C@H:9]1[CH2:34][CH3:35])=[O:7])([CH3:4])([CH3:3])[CH3:2].CI.[C:38](=O)([O-])[O-].[K+].[K+]. The catalyst is CN(C=O)C. The product is [C:1]([O:5][C:6]([N:8]1[CH2:12][C@@H:11]([N:13]([CH2:19][C:20]2[CH:25]=[C:24]([C:26]([F:28])([F:27])[F:29])[CH:23]=[C:22]([C:30]([F:32])([F:33])[F:31])[CH:21]=2)[C:14]2[N:15]=[N:16][N:17]([CH3:38])[N:18]=2)[CH2:10][C@H:9]1[CH2:34][CH3:35])=[O:7])([CH3:4])([CH3:3])[CH3:2]. The yield is 0.440.